Predict the product of the given reaction. From a dataset of Forward reaction prediction with 1.9M reactions from USPTO patents (1976-2016). (1) Given the reactants Cl[CH2:2][CH2:3][CH2:4][C:5]([NH:7][CH:8]([C:12]1[CH:17]=[CH:16][CH:15]=[CH:14][CH:13]=1)[C:9]([OH:11])=[O:10])=[O:6].CC(C)([O-])C.[K+].Cl, predict the reaction product. The product is: [O:6]=[C:5]1[CH2:4][CH2:3][CH2:2][N:7]1[CH:8]([C:12]1[CH:17]=[CH:16][CH:15]=[CH:14][CH:13]=1)[C:9]([OH:11])=[O:10]. (2) Given the reactants [C:1]1([C:7]2[CH:12]=[C:11]([O:13][C:14]3[CH:20]=[CH:19][C:17]([NH2:18])=[CH:16][CH:15]=3)[CH:10]=[CH:9][N:8]=2)[CH:6]=[CH:5][CH:4]=[CH:3][CH:2]=1.C(OCC)(=O)C.[F:27][C:28]1[CH:33]=[CH:32][C:31]([N:34]=[C:35]=[O:36])=[CH:30][CH:29]=1, predict the reaction product. The product is: [C:1]1([C:7]2[CH:12]=[C:11]([O:13][C:14]3[CH:15]=[CH:16][C:17]([NH:18][C:35]([NH:34][C:31]4[CH:32]=[CH:33][C:28]([F:27])=[CH:29][CH:30]=4)=[O:36])=[CH:19][CH:20]=3)[CH:10]=[CH:9][N:8]=2)[CH:2]=[CH:3][CH:4]=[CH:5][CH:6]=1.